This data is from Full USPTO retrosynthesis dataset with 1.9M reactions from patents (1976-2016). The task is: Predict the reactants needed to synthesize the given product. (1) Given the product [NH2:1][CH2:2][CH2:3][CH2:4][CH2:5][CH2:6][CH2:7][N:8]([CH3:65])[C@H:9]([C:13]([NH:15][C@H:16]([C:20]([N:22]([C@@H:24]([C@@H:61]([CH3:64])[CH2:62][CH3:63])[C@H:25]([O:59][CH3:60])[CH2:26][C:27]([N:29]1[CH2:33][CH2:32][CH2:31][C@H:30]1[C@H:34]([O:57][CH3:58])[C@@H:35]([CH3:56])[C:36]([NH:38][C@@:39]1([C:48]([N:50]2[CH2:55][C:54]3[CH:2]=[CH:3][CH:4]=[CH:5][C:53]=3[CH2:52][O:51]2)=[O:49])[CH2:41][C@@H:40]1[C:42]1[CH:43]=[CH:44][CH:45]=[CH:46][CH:47]=1)=[O:37])=[O:28])[CH3:23])=[O:21])[CH:17]([CH3:18])[CH3:19])=[O:14])[CH:10]([CH3:12])[CH3:11], predict the reactants needed to synthesize it. The reactants are: [NH2:1][CH2:2][CH2:3][CH2:4][CH2:5][CH2:6][CH2:7][N:8]([CH3:65])[C@H:9]([C:13]([NH:15][C@H:16]([C:20]([N:22]([C@@H:24]([C@@H:61]([CH3:64])[CH2:62][CH3:63])[C@H:25]([O:59][CH3:60])[CH2:26][C:27]([N:29]1[CH2:33][CH2:32][CH2:31][C@H:30]1[C@H:34]([O:57][CH3:58])[C@@H:35]([CH3:56])[C:36]([NH:38][C@@:39]1([C:48]([N:50]2[CH2:55][CH2:54][CH2:53][CH2:52][O:51]2)=[O:49])[CH2:41][C@@H:40]1[C:42]1[CH:47]=[CH:46][CH:45]=[CH:44][CH:43]=1)=[O:37])=[O:28])[CH3:23])=[O:21])[CH:17]([CH3:19])[CH3:18])=[O:14])[CH:10]([CH3:12])[CH3:11].C([BH3-])#N.[Na+]. (2) Given the product [N:2]1[C:3]2=[CH:7][S:6][CH:5]=[C:4]2[C:8]([OH:10])=[N:18][CH:17]=1, predict the reactants needed to synthesize it. The reactants are: Cl.[NH2:2][C:3]1[C:4]([C:8]([O:10]CC)=O)=[CH:5][S:6][CH:7]=1.C(O)(=O)C.[CH:17](N)=[NH:18].C(O)C. (3) The reactants are: [Cl:1][C:2]1[C:13]([CH:14]([F:16])[F:15])=[CH:12][CH:11]=[CH:10][C:3]=1[O:4][CH:5]([CH2:8][CH3:9])[C:6]#[N:7].[CH2:17](N)[CH2:18][NH2:19].[S-]SS[S-].[Na+].[Na+]. Given the product [Cl:1][C:2]1[C:13]([CH:14]([F:15])[F:16])=[CH:12][CH:11]=[CH:10][C:3]=1[O:4][CH:5]([C:6]1[NH:19][CH2:18][CH2:17][N:7]=1)[CH2:8][CH3:9], predict the reactants needed to synthesize it. (4) Given the product [NH2:7][CH2:8][CH:9]([NH:10][C:11]([C:13]1[S:29][C:16]2=[N:17][C:18]3[CH2:19][CH2:20][CH:21]([C:25]([CH3:28])([CH3:26])[CH3:27])[CH2:22][C:23]=3[CH:24]=[C:15]2[CH:14]=1)=[O:12])[C:30]1[CH:35]=[CH:34][CH:33]=[C:32]([NH:36][C:43]([C:39]2[O:38][CH:42]=[CH:41][N:40]=2)=[O:44])[CH:31]=1, predict the reactants needed to synthesize it. The reactants are: C(OC(=O)[NH:7][CH2:8][CH:9]([C:30]1[CH:35]=[CH:34][CH:33]=[C:32]([NH2:36])[CH:31]=1)[NH:10][C:11]([C:13]1[S:29][C:16]2=[N:17][C:18]3[CH2:19][CH2:20][CH:21]([C:25]([CH3:28])([CH3:27])[CH3:26])[CH2:22][C:23]=3[CH:24]=[C:15]2[CH:14]=1)=[O:12])(C)(C)C.[O:38]1[CH:42]=[CH:41][N:40]=[C:39]1[C:43](O)=[O:44].CN1CCOCC1. (5) Given the product [C:4]1([C:10]2[N:21]=[C:13]3[CH2:14][CH:15]([C:18]([OH:20])=[O:19])[CH2:16][CH2:17][N:12]3[N:11]=2)[CH:5]=[CH:6][CH:7]=[CH:8][CH:9]=1, predict the reactants needed to synthesize it. The reactants are: Cl.CO.[C:4]1([C:10]2[N:21]=[C:13]3[CH:14]=[C:15]([C:18]([OH:20])=[O:19])[CH:16]=[CH:17][N:12]3[N:11]=2)[CH:9]=[CH:8][CH:7]=[CH:6][CH:5]=1.[H][H]. (6) Given the product [CH3:49][O:50][C@:14]12[CH2:15][C@H:16]([O:46][C:44](=[O:47])[CH3:45])[CH2:17][CH2:18][C@:19]1([CH3:20])[C@@H:21]1[C@H:11]([C@H:8]3[C@@:6]([CH2:23][CH2:22]1)([CH3:7])[C@@H:5]([O:4][C:1](=[O:3])[CH3:2])[CH2:10][CH2:9]3)[CH2:12][C:13]2=[O:24], predict the reactants needed to synthesize it. The reactants are: [C:1]([O:4][C@H:5]1[CH2:10][CH2:9][C@H:8]2[C@H:11]3[C@H:21]([CH2:22][CH2:23][C@:6]12[CH3:7])[C@:19]1([CH3:20])[C@H:14]([CH2:15][CH2:16][CH2:17][CH2:18]1)[C:13](=[O:24])[CH2:12]3)(=[O:3])[CH3:2].C1(P(C2C=CC=CC=2)C2C=CC=CC=2)C=CC=CC=1.[C:44]([OH:47])(=[O:46])[CH3:45].C[CH2:49][O:50]C(/N=N/C(OCC)=O)=O. (7) Given the product [CH2:28]([N:35]1[CH2:39][CH2:38][C:37]([C:10]2[CH:11]=[CH:12][CH:13]=[CH:14][C:9]=2[S:6]([NH:5][C:1]([CH3:4])([CH3:2])[CH3:3])(=[O:8])=[O:7])([OH:40])[CH2:36]1)[C:29]1[CH:30]=[CH:31][CH:32]=[CH:33][CH:34]=1, predict the reactants needed to synthesize it. The reactants are: [C:1]([NH:5][S:6]([C:9]1[CH:14]=[CH:13][CH:12]=[CH:11][CH:10]=1)(=[O:8])=[O:7])([CH3:4])([CH3:3])[CH3:2].C([Li])(C)(C)C.C1(C([O-])=O)SC=CC=1.[CH2:28]([N:35]1[CH2:39][CH2:38][C:37](=[O:40])[CH2:36]1)[C:29]1[CH:34]=[CH:33][CH:32]=[CH:31][CH:30]=1.